Dataset: NCI-60 drug combinations with 297,098 pairs across 59 cell lines. Task: Regression. Given two drug SMILES strings and cell line genomic features, predict the synergy score measuring deviation from expected non-interaction effect. (1) Drug 1: C1=CC(=CC=C1C#N)C(C2=CC=C(C=C2)C#N)N3C=NC=N3. Drug 2: CN(C(=O)NC(C=O)C(C(C(CO)O)O)O)N=O. Cell line: OVCAR3. Synergy scores: CSS=-1.55, Synergy_ZIP=-1.20, Synergy_Bliss=-1.65, Synergy_Loewe=-7.25, Synergy_HSA=-7.10. (2) Drug 1: CCC1(CC2CC(C3=C(CCN(C2)C1)C4=CC=CC=C4N3)(C5=C(C=C6C(=C5)C78CCN9C7C(C=CC9)(C(C(C8N6C)(C(=O)OC)O)OC(=O)C)CC)OC)C(=O)OC)O.OS(=O)(=O)O. Drug 2: CN1C2=C(C=C(C=C2)N(CCCl)CCCl)N=C1CCCC(=O)O.Cl. Cell line: IGROV1. Synergy scores: CSS=34.6, Synergy_ZIP=2.08, Synergy_Bliss=2.61, Synergy_Loewe=-46.3, Synergy_HSA=2.40. (3) Drug 1: COC1=C2C(=CC3=C1OC=C3)C=CC(=O)O2. Drug 2: C(CN)CNCCSP(=O)(O)O. Cell line: 786-0. Synergy scores: CSS=6.04, Synergy_ZIP=-3.16, Synergy_Bliss=0.327, Synergy_Loewe=-4.60, Synergy_HSA=-2.92. (4) Drug 1: C1CN(CCN1C(=O)CCBr)C(=O)CCBr. Drug 2: C1CCC(C(C1)N)N.C(=O)(C(=O)[O-])[O-].[Pt+4]. Cell line: A549. Synergy scores: CSS=48.3, Synergy_ZIP=-0.109, Synergy_Bliss=-0.675, Synergy_Loewe=-1.83, Synergy_HSA=2.49. (5) Drug 1: C1=CC(=C2C(=C1NCCNCCO)C(=O)C3=C(C=CC(=C3C2=O)O)O)NCCNCCO. Drug 2: CC1C(C(=O)NC(C(=O)N2CCCC2C(=O)N(CC(=O)N(C(C(=O)O1)C(C)C)C)C)C(C)C)NC(=O)C3=C4C(=C(C=C3)C)OC5=C(C(=O)C(=C(C5=N4)C(=O)NC6C(OC(=O)C(N(C(=O)CN(C(=O)C7CCCN7C(=O)C(NC6=O)C(C)C)C)C)C(C)C)C)N)C. Cell line: HCT-15. Synergy scores: CSS=57.7, Synergy_ZIP=5.08, Synergy_Bliss=4.29, Synergy_Loewe=2.36, Synergy_HSA=3.49.